This data is from Full USPTO retrosynthesis dataset with 1.9M reactions from patents (1976-2016). The task is: Predict the reactants needed to synthesize the given product. (1) Given the product [CH3:4][C:2]1[CH:3]=[CH:23][C:22]([NH:21][C:18]2[CH:19]=[CH:20][C:15]([NH:14][C:12]3[CH:11]=[CH:45][C:44]([CH3:47])=[CH:43][CH:13]=3)=[C:16]3[C:33]([C:32]4[C:27]([C:25](=[O:26])[C:17]=23)=[CH:28][CH:29]=[CH:30][CH:31]=4)=[O:34])=[CH:24][CH:1]=1, predict the reactants needed to synthesize it. The reactants are: [CH3:1][C:2](=[CH:4]C(=O)[CH:4]=[C:2]([CH3:3])[CH3:1])[CH3:3].[CH3:11][CH:12]([NH:14][C:15]1[CH:20]=[CH:19][C:18]([NH:21][CH:22]([CH3:24])[CH3:23])=[C:17]2[C:25]([C:27]3[C:32]([C:33](=[O:34])[C:16]=12)=[CH:31][CH:30]=[CH:29][CH:28]=3)=[O:26])[CH3:13].CCN(C1C=C[C:45](C=C(C#N)C#N)=[C:44]([CH3:47])[CH:43]=1)CCOC1C=[CH:45][C:44]([CH:47]2CCCCC2)=[CH:43]C=1. (2) Given the product [F:26][CH2:25][CH2:24][NH:23][C@H:15]1[CH2:14][CH2:13][C:12]2[C:11]([S:8]([NH:1][C:2]3[CH:7]=[CH:6][CH:5]=[CH:4][CH:3]=3)(=[O:10])=[O:9])=[CH:20][CH:19]=[C:18]([O:21][CH3:22])[C:17]=2[CH2:16]1, predict the reactants needed to synthesize it. The reactants are: [NH:1]([S:8]([C:11]1[CH:20]=[CH:19][C:18]([O:21][CH3:22])=[C:17]2[C:12]=1[CH2:13][CH2:14][C@H:15]([NH:23][C:24](=O)[CH2:25][F:26])[CH2:16]2)(=[O:10])=[O:9])[C:2]1[CH:7]=[CH:6][CH:5]=[CH:4][CH:3]=1.O1CCCC1.B.Cl.C([O-])(O)=O.[Na+]. (3) Given the product [F:1][C:2]1[CH:7]=[C:6]([CH2:8][N:9]2[C@@H:14]([CH3:15])[CH2:13][CH2:12][C@H:11]([C:16]3[CH:21]=[CH:20][CH:19]=[CH:18][CH:17]=3)[S:10]2(=[O:22])=[O:23])[C:5]([F:24])=[CH:4][C:3]=1[CH:25]([CH2:33][CH:34]1[CH2:35][O:36][CH2:37]1)[CH2:26][OH:27], predict the reactants needed to synthesize it. The reactants are: [F:1][C:2]1[CH:7]=[C:6]([CH2:8][N:9]2[C@@H:14]([CH3:15])[CH2:13][CH2:12][C@H:11]([C:16]3[CH:21]=[CH:20][CH:19]=[CH:18][CH:17]=3)[S:10]2(=[O:23])=[O:22])[C:5]([F:24])=[CH:4][C:3]=1[CH:25]([CH2:33][CH:34]1[CH2:37][O:36][CH2:35]1)[C:26](OC(C)(C)C)=[O:27].[H-].[Al+3].[Li+].[H-].[H-].[H-]. (4) Given the product [Si:7]([O:24][CH2:25][CH2:26][CH2:27][CH:28]([C:36]1[CH:37]=[CH:38][C:39]([C:40]#[N:41])=[CH:42][CH:43]=1)[N:29]1[C:33]([CH:34]=[O:35])=[CH:32][N:31]=[CH:30]1)([C:20]([CH3:23])([CH3:21])[CH3:22])([C:8]1[CH:9]=[CH:10][CH:11]=[CH:12][CH:13]=1)[C:14]1[CH:19]=[CH:18][CH:17]=[CH:16][CH:15]=1, predict the reactants needed to synthesize it. The reactants are: C(Cl)(=O)C(Cl)=O.[Si:7]([O:24][CH2:25][CH2:26][CH2:27][CH:28]([C:36]1[CH:43]=[CH:42][C:39]([C:40]#[N:41])=[CH:38][CH:37]=1)[N:29]1[C:33]([CH2:34][OH:35])=[CH:32][N:31]=[CH:30]1)([C:20]([CH3:23])([CH3:22])[CH3:21])([C:14]1[CH:19]=[CH:18][CH:17]=[CH:16][CH:15]=1)[C:8]1[CH:13]=[CH:12][CH:11]=[CH:10][CH:9]=1.C(N(CC)CC)C.C(=O)(O)[O-].[Na+]. (5) Given the product [N+:20]([C:23]1[CH:24]=[C:25]([C:29]2[O:33][C:32]([CH:34]=[N:3][NH:2][C:4]3[C:5]([NH:13][C:14]4[CH:19]=[CH:18][CH:17]=[CH:16][CH:15]=4)=[N:6][C:7]4[C:8](=[N:10][O:11][N:12]=4)[N:9]=3)=[CH:31][CH:30]=2)[CH:26]=[CH:27][CH:28]=1)([O-:22])=[O:21], predict the reactants needed to synthesize it. The reactants are: Cl.[NH:2]([C:4]1[C:5]([NH:13][C:14]2[CH:19]=[CH:18][CH:17]=[CH:16][CH:15]=2)=[N:6][C:7]2[C:8](=[N:10][O:11][N:12]=2)[N:9]=1)[NH2:3].[N+:20]([C:23]1[CH:24]=[C:25]([C:29]2[O:33][C:32]([CH:34]=O)=[CH:31][CH:30]=2)[CH:26]=[CH:27][CH:28]=1)([O-:22])=[O:21]. (6) Given the product [F:33][CH:2]([F:1])[C:3]1[N:7]([C:8]2[N:13]=[C:12]([N:14]3[CH2:15][CH2:16][O:17][CH2:18][CH2:19]3)[N:11]=[C:10]([N:20]3[CH2:21][CH2:22][N:23]([CH2:26][CH2:27][NH:28][C:43](=[O:46])[CH:44]=[CH2:45])[CH2:24][CH2:25]3)[N:9]=2)[C:6]2[CH:29]=[CH:30][CH:31]=[CH:32][C:5]=2[N:4]=1, predict the reactants needed to synthesize it. The reactants are: [F:1][CH:2]([F:33])[C:3]1[N:7]([C:8]2[N:13]=[C:12]([N:14]3[CH2:19][CH2:18][O:17][CH2:16][CH2:15]3)[N:11]=[C:10]([N:20]3[CH2:25][CH2:24][N:23]([CH2:26][CH2:27][NH2:28])[CH2:22][CH2:21]3)[N:9]=2)[C:6]2[CH:29]=[CH:30][CH:31]=[CH:32][C:5]=2[N:4]=1.C(N(CC)C(C)C)(C)C.[C:43](O[C:43](=[O:46])[CH:44]=[CH2:45])(=[O:46])[CH:44]=[CH2:45]. (7) The reactants are: C([NH:8][C:9]1[CH:14]=[CH:13][C:12]([C:15]2[CH:24]=[C:23]3[C:18]([CH:19]=[CH:20][CH:21]=[N:22]3)=[C:17]([N:25]3[CH2:30][CH2:29][O:28][CH2:27][CH2:26]3)[N:16]=2)=[C:11]([Cl:31])[CH:10]=1)C1C=CC=CC=1.C1CC=CCC=1. Given the product [Cl:31][C:11]1[CH:10]=[C:9]([NH2:8])[CH:14]=[CH:13][C:12]=1[C:15]1[CH:24]=[C:23]2[C:18]([CH:19]=[CH:20][CH:21]=[N:22]2)=[C:17]([N:25]2[CH2:26][CH2:27][O:28][CH2:29][CH2:30]2)[N:16]=1, predict the reactants needed to synthesize it. (8) Given the product [CH3:25][S:22]([N:14]([S:11]([CH3:10])(=[O:13])=[O:12])[C:15]1[CH:16]=[CH:17][C:18]([O:21][CH2:2][CH:3]([O:7][CH2:8][CH3:9])[O:4][CH2:5][CH3:6])=[CH:19][CH:20]=1)(=[O:23])=[O:24], predict the reactants needed to synthesize it. The reactants are: Br[CH2:2][CH:3]([O:7][CH2:8][CH3:9])[O:4][CH2:5][CH3:6].[CH3:10][S:11]([N:14]([S:22]([CH3:25])(=[O:24])=[O:23])[C:15]1[CH:20]=[CH:19][C:18]([OH:21])=[CH:17][CH:16]=1)(=[O:13])=[O:12].C(=O)([O-])[O-].[K+].[K+].